Dataset: Full USPTO retrosynthesis dataset with 1.9M reactions from patents (1976-2016). Task: Predict the reactants needed to synthesize the given product. (1) Given the product [Br:1][C:2]1[CH:24]=[CH:23][C:22]([F:25])=[CH:21][C:3]=1[O:4][CH:5]1[CH2:10][CH2:9][N:8]([C:11]2[N:15]=[C:14]([C:16]3[CH:20]=[CH:19][N:18]([CH2:29][C:30]([O:32][CH2:33][CH3:34])=[O:31])[CH:17]=3)[O:13][N:12]=2)[CH2:7][CH2:6]1, predict the reactants needed to synthesize it. The reactants are: [Br:1][C:2]1[CH:24]=[CH:23][C:22]([F:25])=[CH:21][C:3]=1[O:4][CH:5]1[CH2:10][CH2:9][N:8]([C:11]2[N:15]=[C:14]([C:16]3[CH:20]=[CH:19][NH:18][CH:17]=3)[O:13][N:12]=2)[CH2:7][CH2:6]1.[H-].[Na+].Br[CH2:29][C:30]([O:32][CH2:33][CH3:34])=[O:31]. (2) Given the product [CH3:24][N:23]([CH2:22][CH:17]1[CH2:16][CH2:15][C:14]2[C:19](=[CH:20][CH:21]=[C:12]([NH:11][C:38]([C:37]3[CH:36]=[CH:35][C:34]([C:31]4[CH:32]=[CH:33][C:28]([O:27][CH3:26])=[CH:29][CH:30]=4)=[CH:42][CH:41]=3)=[O:39])[CH:13]=2)[CH2:18]1)[CH3:25], predict the reactants needed to synthesize it. The reactants are: C1C=CC2N(O)N=NC=2C=1.[NH2:11][C:12]1[CH:13]=[C:14]2[C:19](=[CH:20][CH:21]=1)[CH2:18][CH:17]([CH2:22][N:23]([CH3:25])[CH3:24])[CH2:16][CH2:15]2.[CH3:26][O:27][C:28]1[CH:33]=[CH:32][C:31]([C:34]2[CH:42]=[CH:41][C:37]([C:38](O)=[O:39])=[CH:36][CH:35]=2)=[CH:30][CH:29]=1.C(=O)([O-])[O-].[K+].[K+]. (3) Given the product [CH2:10]([O:17][C:18]([N:20]1[CH2:29][CH2:28][C:27]2[C:22](=[CH:23][CH:24]=[CH:25][CH:26]=2)[CH:21]1[C:30]1[CH:35]=[C:34]([F:36])[CH:33]=[CH:32][C:31]=1[O:37][CH2:7][CH2:6][CH2:5][C:4]([OH:9])=[O:3])=[O:19])[C:11]1[CH:16]=[CH:15][CH:14]=[CH:13][CH:12]=1, predict the reactants needed to synthesize it. The reactants are: C([O:3][C:4](=[O:9])[CH2:5][CH2:6][CH2:7]Br)C.[CH2:10]([O:17][C:18]([N:20]1[CH2:29][CH2:28][C:27]2[C:22](=[CH:23][CH:24]=[CH:25][CH:26]=2)[CH:21]1[C:30]1[CH:35]=[C:34]([F:36])[CH:33]=[CH:32][C:31]=1[OH:37])=[O:19])[C:11]1[CH:16]=[CH:15][CH:14]=[CH:13][CH:12]=1.C([O-])([O-])=O.[K+].[K+]. (4) Given the product [S:1]1[C:5]2[CH:6]=[CH:7][CH:8]=[CH:9][C:4]=2[C:3]([N:10]2[CH2:15][CH2:14][N:13]([CH2:16][CH2:17][CH2:18][C:20]3[CH:21]=[C:22]4[C:26](=[CH:27][CH:28]=3)[C:25]([CH3:29])([CH3:30])[C:24](=[O:31])[C:23]4([CH3:33])[CH3:32])[CH2:12][CH2:11]2)=[N:2]1, predict the reactants needed to synthesize it. The reactants are: [S:1]1[C:5]2[CH:6]=[CH:7][CH:8]=[CH:9][C:4]=2[C:3]([N:10]2[CH2:15][CH2:14][N:13]([CH2:16][CH2:17][CH:18]([C:20]3[CH:21]=[C:22]4[C:26](=[CH:27][CH:28]=3)[C:25]([CH3:30])([CH3:29])[C:24](=[O:31])[C:23]4([CH3:33])[CH3:32])Cl)[CH2:12][CH2:11]2)=[N:2]1.C([SnH](CCCC)CCCC)CCC.CC(N=NC(C#N)(C)C)(C#N)C. (5) Given the product [NH2:30][C:26]1[O:12][C:9]2[C:8]3[C:3](=[CH:4][CH:5]=[CH:6][N:7]=3)[C:2]([Cl:1])=[CH:11][C:10]=2[CH:19]([C:18]2[CH:17]=[C:16]([O:22][CH3:23])[C:15]([O:24][CH3:25])=[C:14]([Br:13])[CH:21]=2)[C:27]=1[C:28]#[N:29], predict the reactants needed to synthesize it. The reactants are: [Cl:1][C:2]1[CH:11]=[CH:10][C:9]([OH:12])=[C:8]2[C:3]=1[CH:4]=[CH:5][CH:6]=[N:7]2.[Br:13][C:14]1[C:15]([O:24][CH3:25])=[C:16]([O:22][CH3:23])[CH:17]=[C:18]([CH:21]=1)[CH:19]=O.[C:26](#[N:30])[CH2:27][C:28]#[N:29].C1N2CCN(CC2)C1. (6) Given the product [N:1]1[C:10]2[C:5](=[CH:6][CH:7]=[CH:8][CH:9]=2)[CH:4]=[CH:3][C:2]=1[N:11]1[CH2:14][CH:13]([C:15]2[C:16]([C:21]3[CH:22]=[C:23]([CH:26]=[CH:27][CH:28]=3)[C:24]([NH2:25])=[O:35])=[N:17][CH:18]=[CH:19][N:20]=2)[CH2:12]1, predict the reactants needed to synthesize it. The reactants are: [N:1]1[C:10]2[C:5](=[CH:6][CH:7]=[CH:8][CH:9]=2)[CH:4]=[CH:3][C:2]=1[N:11]1[CH2:14][CH:13]([C:15]2[C:16]([C:21]3[CH:22]=[C:23]([CH:26]=[CH:27][CH:28]=3)[C:24]#[N:25])=[N:17][CH:18]=[CH:19][N:20]=2)[CH2:12]1.[OH-].[K+].CC([OH:35])(C)C. (7) Given the product [ClH:20].[C:1]([C:5]1[C:10]([CH2:11][N:21]2[CH2:26][CH2:25][O:24][CH2:23][CH2:22]2)=[CH:9][N:8]=[C:7]([NH:13][C:14]2[CH:19]=[CH:18][CH:17]=[C:16]([Cl:20])[CH:15]=2)[N:6]=1)([CH3:4])([CH3:3])[CH3:2], predict the reactants needed to synthesize it. The reactants are: [C:1]([C:5]1[C:10]([CH:11]=O)=[CH:9][N:8]=[C:7]([NH:13][C:14]2[CH:19]=[CH:18][CH:17]=[C:16]([Cl:20])[CH:15]=2)[N:6]=1)([CH3:4])([CH3:3])[CH3:2].[NH:21]1[CH2:26][CH2:25][O:24][CH2:23][CH2:22]1.C(O)(=O)C.C(O[BH-](OC(=O)C)OC(=O)C)(=O)C.[Na+].